From a dataset of Peptide-MHC class II binding affinity with 134,281 pairs from IEDB. Regression. Given a peptide amino acid sequence and an MHC pseudo amino acid sequence, predict their binding affinity value. This is MHC class II binding data. (1) The peptide sequence is AEELMSLAADLEKLK. The MHC is DRB1_0101 with pseudo-sequence DRB1_0101. The binding affinity (normalized) is 0.547. (2) The peptide sequence is SSKVTITDTTIGTGD. The MHC is DRB1_1302 with pseudo-sequence DRB1_1302. The binding affinity (normalized) is 0.377. (3) The peptide sequence is INEPWAAAIAYGLDR. The MHC is HLA-DQA10102-DQB10602 with pseudo-sequence HLA-DQA10102-DQB10602. The binding affinity (normalized) is 0.817. (4) The MHC is DRB3_0202 with pseudo-sequence DRB3_0202. The binding affinity (normalized) is 0.808. The peptide sequence is SLMYFHKRDMRLLSL. (5) The peptide sequence is HAAIGAYLEEQEQWK. The MHC is HLA-DQA10303-DQB10402 with pseudo-sequence HLA-DQA10303-DQB10402. The binding affinity (normalized) is 0.410. (6) The peptide sequence is SKSDDQIWLSQWFMN. The MHC is DRB1_0401 with pseudo-sequence DRB1_0401. The binding affinity (normalized) is 0.402. (7) The peptide sequence is PATYGIIVPVLTSLF. The MHC is DRB5_0101 with pseudo-sequence DRB5_0101. The binding affinity (normalized) is 0.635. (8) The peptide sequence is GMVIFFMSPKGISRM. The MHC is DRB3_0301 with pseudo-sequence DRB3_0301. The binding affinity (normalized) is 0.808. (9) The peptide sequence is AGGAGGVGAVGGKGG. The MHC is DRB1_0405 with pseudo-sequence DRB1_0405. The binding affinity (normalized) is 0.144. (10) The binding affinity (normalized) is 0.461. The peptide sequence is GELQIVDKIDAAFKL. The MHC is DRB1_0802 with pseudo-sequence DRB1_0802.